From a dataset of Full USPTO retrosynthesis dataset with 1.9M reactions from patents (1976-2016). Predict the reactants needed to synthesize the given product. Given the product [N:22]1([C:35]([N:34]2[C:33]3[C:28](=[N:29][C:30](/[CH:37]=[CH:38]/[C:39]4[CH:44]=[CH:43][CH:42]=[CH:41][CH:40]=4)=[N:31][CH:32]=3)[N:27]([CH3:26])[C:5]2=[O:11])=[O:36])[CH2:25][CH2:24][CH2:23]1, predict the reactants needed to synthesize it. The reactants are: ClC(Cl)(O[C:5](=[O:11])OC(Cl)(Cl)Cl)Cl.C(N(C(C)C)CC)(C)C.[NH:22]1[CH2:25][CH2:24][CH2:23]1.[CH3:26][N:27]1[C:35](=[O:36])[NH:34][C:33]2[C:28]1=[N:29][C:30](/[CH:37]=[CH:38]/[C:39]1[CH:44]=[CH:43][CH:42]=[CH:41][CH:40]=1)=[N:31][CH:32]=2.N12CCN(CC1)CC2.